Dataset: Reaction yield outcomes from USPTO patents with 853,638 reactions. Task: Predict the reaction yield, written as a fraction of the theoretical maximum amount of product (1.0 means a 100% yield; for example, 0.34 means a 34% yield). (1) The product is [CH2:1]([S:4]([O:7][C:8]1[CH:13]=[CH:12][C:11]([CH2:14][O:15][C:51]([NH:36][S:33]([CH2:28][CH2:29][CH2:30][CH2:31][CH3:32])(=[O:35])=[O:34])=[O:52])=[C:10]([O:16][C:17]2[C:22]([Cl:23])=[CH:21][C:20]([C:24]([F:26])([F:27])[F:25])=[CH:19][N:18]=2)[CH:9]=1)(=[O:6])=[O:5])[CH2:2][CH3:3]. The catalyst is C(OCC)(=O)C. The reactants are [CH2:1]([S:4]([O:7][C:8]1[CH:13]=[CH:12][C:11]([CH2:14][OH:15])=[C:10]([O:16][C:17]2[C:22]([Cl:23])=[CH:21][C:20]([C:24]([F:27])([F:26])[F:25])=[CH:19][N:18]=2)[CH:9]=1)(=[O:6])=[O:5])[CH2:2][CH3:3].[CH2:28]([S:33]([NH2:36])(=[O:35])=[O:34])[CH2:29][CH2:30][CH2:31][CH3:32].N12CCCN=C1CCCCC2.Cl.CN(C)[CH:51]=[O:52]. The yield is 0.130. (2) The reactants are [F:1][C:2]1[CH:7]=[C:6]([I:8])[CH:5]=[CH:4][C:3]=1[N:9]1[C:17]2[C:12](=[CH:13][N:14]([CH3:20])[C:15](=[O:19])[C:16]=2[CH3:18])[NH:11]C1=O.[H-].[Na+].[CH:24]1([S:27](Cl)(=[O:29])=[O:28])[CH2:26][CH2:25]1.[OH-].[Na+].Cl. The catalyst is CN(C=O)C.C1COCC1. The product is [F:1][C:2]1[CH:7]=[C:6]([I:8])[CH:5]=[CH:4][C:3]=1[NH:9][C:17]1[C:12]([NH:11][S:27]([CH:24]2[CH2:26][CH2:25]2)(=[O:29])=[O:28])=[CH:13][N:14]([CH3:20])[C:15](=[O:19])[C:16]=1[CH3:18]. The yield is 0.350. (3) The reactants are Cl[CH:2]([O:6][C:7]([NH:9][CH2:10][C:11]1([CH2:17][C:18]([O:20][CH3:21])=[O:19])[CH2:16][CH2:15][CH2:14][CH2:13][CH2:12]1)=[O:8])[CH:3]([CH3:5])[CH3:4].[C:22]([OH:27])(=[O:26])[CH:23]([CH3:25])[CH3:24]. The catalyst is C(Cl)(Cl)Cl.C(=O)([O-])[O-].[Ag+2]. The product is [C:22]([O:27][CH:2]([O:6][C:7]([NH:9][CH2:10][C:11]1([CH2:17][C:18]([O:20][CH3:21])=[O:19])[CH2:16][CH2:15][CH2:14][CH2:13][CH2:12]1)=[O:8])[CH:3]([CH3:5])[CH3:4])(=[O:26])[CH:23]([CH3:25])[CH3:24]. The yield is 0.630. (4) The reactants are [CH3:1][O:2][C:3](=[O:28])[C:4]1[CH:9]=[CH:8][C:7](/[CH:10]=[CH:11]/[C:12]([C:14]2[CH:19]=[CH:18][C:17]([Cl:20])=[CH:16][C:15]=2[NH:21][C:22]2[CH:27]=[CH:26][CH:25]=[CH:24][CH:23]=2)=[O:13])=[CH:6][CH:5]=1. The catalyst is C(OCC)(=O)C. The product is [CH3:1][O:2][C:3](=[O:28])[C:4]1[CH:5]=[CH:6][C:7]([CH2:10][CH2:11][C:12]([C:14]2[CH:19]=[CH:18][C:17]([Cl:20])=[CH:16][C:15]=2[NH:21][C:22]2[CH:27]=[CH:26][CH:25]=[CH:24][CH:23]=2)=[O:13])=[CH:8][CH:9]=1. The yield is 0.995. (5) The reactants are Br[C:2]1[CH:7]=[C:6]([Br:8])[N:5]=[C:4]([C:9]#[N:10])[C:3]=1[OH:11].[CH3:12][O-:13].[Na+]. The catalyst is CO. The product is [Br:8][C:6]1[N:5]=[C:4]([C:9]#[N:10])[C:3]([OH:11])=[C:2]([O:13][CH3:12])[CH:7]=1. The yield is 0.580. (6) The reactants are [OH:1][C:2]1[CH:7]=[CH:6][C:5]([C:8]2[CH:13]=[CH:12][CH:11]=[C:10]([CH:14]=[O:15])[CH:9]=2)=[C:4]([CH3:16])[CH:3]=1.[BH4-].[Na+]. The catalyst is CO. The product is [OH:15][CH2:14][C:10]1[CH:9]=[C:8]([C:5]2[CH:6]=[CH:7][C:2]([OH:1])=[CH:3][C:4]=2[CH3:16])[CH:13]=[CH:12][CH:11]=1. The yield is 0.960. (7) The reactants are [C:1]([O:5][C:6](=[O:15])[NH:7][C:8]1[S:12][N:11]=[C:10]([S:13][CH3:14])[N:9]=1)([CH3:4])([CH3:3])[CH3:2].[CH3:16][O:17][C:18]1[CH:25]=[CH:24][C:21]([CH2:22]Cl)=[CH:20][CH:19]=1.C1CCN2C(=NCCC2)CC1. The catalyst is O1CCOCC1.C(OCC)(=O)C. The product is [C:1]([O:5][C:6](=[O:15])[N:7]([C:8]1[S:12][N:11]=[C:10]([S:13][CH3:14])[N:9]=1)[CH2:22][C:21]1[CH:24]=[CH:25][C:18]([O:17][CH3:16])=[CH:19][CH:20]=1)([CH3:4])([CH3:3])[CH3:2]. The yield is 0.800.